This data is from Reaction yield outcomes from USPTO patents with 853,638 reactions. The task is: Predict the reaction yield, written as a fraction of the theoretical maximum amount of product (1.0 means a 100% yield; for example, 0.34 means a 34% yield). (1) The reactants are [NH2:1][C:2]1[C:10]([Br:11])=[CH:9][C:8]([Cl:12])=[CH:7][C:3]=1[C:4]([OH:6])=[O:5].[C:13](Cl)(Cl)=[O:14]. The catalyst is O1CCOCC1. The product is [Br:11][C:10]1[C:2]2[NH:1][C:13](=[O:14])[O:5][C:4](=[O:6])[C:3]=2[CH:7]=[C:8]([Cl:12])[CH:9]=1. The yield is 1.14. (2) The reactants are [CH:1]1([CH2:4][CH2:5][N:6]2[C:11](=[O:12])[CH2:10][C:9](=[O:13])[N:8]([C:14]3[CH:19]=[CH:18][C:17]([C:20]4[O:21][CH:22]=[CH:23][CH:24]=4)=[CH:16][CH:15]=3)[C:7]2=[O:25])[CH2:3][CH2:2]1.C(N(C(C)C)CC)(C)C.[N:35]([CH2:38][C:39]([O:41]CC)=[O:40])=[C:36]=[O:37]. The catalyst is ClCCl. The product is [CH:1]1([CH2:4][CH2:5][N:6]2[C:11](=[O:12])[C:10]([C:36]([NH:35][CH2:38][C:39]([OH:41])=[O:40])=[O:37])=[C:9]([OH:13])[N:8]([C:14]3[CH:19]=[CH:18][C:17]([C:20]4[O:21][CH:22]=[CH:23][CH:24]=4)=[CH:16][CH:15]=3)[C:7]2=[O:25])[CH2:3][CH2:2]1. The yield is 0.0700.